This data is from Full USPTO retrosynthesis dataset with 1.9M reactions from patents (1976-2016). The task is: Predict the reactants needed to synthesize the given product. (1) Given the product [F:1][C:2]1[CH:10]=[CH:9][C:5]([C:6]([C:13]2[C:14]3[C:19](=[CH:18][C:17]([C:20]([O:22][CH3:23])=[O:21])=[CH:16][CH:15]=3)[NH:11][CH:12]=2)=[O:7])=[CH:4][CH:3]=1, predict the reactants needed to synthesize it. The reactants are: [F:1][C:2]1[CH:10]=[CH:9][C:5]([C:6](Cl)=[O:7])=[CH:4][CH:3]=1.[NH:11]1[C:19]2[C:14](=[CH:15][CH:16]=[C:17]([C:20]([O:22][CH3:23])=[O:21])[CH:18]=2)[CH:13]=[CH:12]1.[Cl-].C([Al+]CC)C. (2) Given the product [C:42]([O:41][C:40]([N:39]([C:35]1[C:36]2[C:31](=[CH:30][C:29]([NH:28][CH:16]3[C:14](=[O:15])[N:13]([CH3:54])[CH2:12][C:10]4[CH:11]=[C:6]([CH:7]=[CH:8][C:9]=4[S:55]([C:58]([CH3:61])([CH3:60])[CH3:59])(=[O:57])=[O:56])[NH:5][C:1](=[O:2])[O:25][CH2:24][C@H:23]([CH3:26])[C:20]4[CH:21]=[CH:22][C:17]3=[CH:18][C:19]=4[CH3:27])=[CH:38][CH:37]=2)[CH:32]=[CH:33][N:34]=1)[C:47](=[O:48])[O:49][C:50]([CH3:52])([CH3:53])[CH3:51])=[O:46])([CH3:43])([CH3:44])[CH3:45], predict the reactants needed to synthesize it. The reactants are: [C:1](Cl)(Cl)=[O:2].[NH2:5][C:6]1[CH:7]=[CH:8][C:9]([S:55]([C:58]([CH3:61])([CH3:60])[CH3:59])(=[O:57])=[O:56])=[C:10]([CH2:12][N:13]([CH3:54])[C:14]([CH:16]([NH:28][C:29]2[CH:30]=[C:31]3[C:36](=[CH:37][CH:38]=2)[C:35]([N:39]([C:47]([O:49][C:50]([CH3:53])([CH3:52])[CH3:51])=[O:48])[C:40](=[O:46])[O:41][C:42]([CH3:45])([CH3:44])[CH3:43])=[N:34][CH:33]=[CH:32]3)[C:17]2[CH:22]=[CH:21][C:20]([C@@H:23]([CH3:26])[CH2:24][OH:25])=[C:19]([CH3:27])[CH:18]=2)=[O:15])[CH:11]=1. (3) The reactants are: Br[C:2]1[CH:7]=[CH:6][C:5]([C:8]([N:10]2[CH2:15][CH2:14][N:13]([CH3:16])[CH2:12][CH2:11]2)=[O:9])=[CH:4][C:3]=1[F:17].[B:18]1(B2OC(C)(C)C(C)(C)O2)[O:22]C(C)(C)C(C)(C)[O:19]1.CC([O-])=O.[K+]. Given the product [F:17][C:3]1[CH:4]=[C:5]([C:8]([N:10]2[CH2:15][CH2:14][N:13]([CH3:16])[CH2:12][CH2:11]2)=[O:9])[CH:6]=[CH:7][C:2]=1[B:18]([OH:22])[OH:19], predict the reactants needed to synthesize it. (4) Given the product [NH2:16][C:17]1[C:18]([C:39]#[N:40])=[N:19][C:20]([C:23]2[CH:28]=[CH:27][C:26]([C:2]3[CH:7]=[CH:6][CH:5]=[CH:4][C:3]=3[C:8]([N:10]3[CH2:15][CH2:14][O:13][CH2:12][CH2:11]3)=[O:9])=[CH:25][C:24]=2[F:38])=[CH:21][N:22]=1, predict the reactants needed to synthesize it. The reactants are: Br[C:2]1[CH:7]=[CH:6][CH:5]=[CH:4][C:3]=1[C:8]([N:10]1[CH2:15][CH2:14][O:13][CH2:12][CH2:11]1)=[O:9].[NH2:16][C:17]1[C:18]([C:39]#[N:40])=[N:19][C:20]([C:23]2[CH:28]=[CH:27][C:26](B3OC(C)(C)C(C)(C)O3)=[CH:25][C:24]=2[F:38])=[CH:21][N:22]=1. (5) Given the product [F:20][C:13]1[CH:14]=[CH:15][CH:16]=[C:17]([O:18][CH3:19])[C:12]=1[C:11]1[CH:10]=[CH:9][N:8]=[CH:7][C:6]=1[N:5]([CH2:4][C:3]([O:2][CH3:1])=[O:21])[C:27](=[O:28])[C:26]1[CH:30]=[C:31]([C:33]([F:34])([F:35])[F:36])[N:32]=[C:24]([C:23]([F:38])([F:22])[F:37])[CH:25]=1, predict the reactants needed to synthesize it. The reactants are: [CH3:1][O:2][C:3](=[O:21])[CH2:4][NH:5][C:6]1[CH:7]=[N:8][CH:9]=[CH:10][C:11]=1[C:12]1[C:17]([O:18][CH3:19])=[CH:16][CH:15]=[CH:14][C:13]=1[F:20].[F:22][C:23]([F:38])([F:37])[C:24]1[CH:25]=[C:26]([CH:30]=[C:31]([C:33]([F:36])([F:35])[F:34])[N:32]=1)[C:27](O)=[O:28]. (6) Given the product [F:1][C:2]1[N:10]=[C:9]2[C:5]([N:6]=[CH:7][NH:8]2)=[C:4]([NH:17][C@H:18]([C:20]2[N:21]([C:32]3[CH:37]=[CH:36][CH:35]=[CH:34][CH:33]=3)[C:22](=[O:31])[C:23]3[C:28]([CH:29]=2)=[CH:27][CH:26]=[CH:25][C:24]=3[CH3:30])[CH3:19])[N:3]=1.[F:43][C:44]1[N:52]=[C:51]2[C:47]([N:48]=[CH:49][NH:50]2)=[C:46]([NH:53][CH:54]([C:56]2[N:57]([C:68]3[CH:73]=[CH:72][CH:71]=[CH:70][CH:69]=3)[C:58](=[O:67])[C:59]3[C:64]([CH:65]=2)=[CH:63][CH:62]=[CH:61][C:60]=3[CH3:66])[CH3:55])[N:45]=1, predict the reactants needed to synthesize it. The reactants are: [F:1][C:2]1[N:10]=[C:9]2[C:5]([N:6]=[CH:7][N:8]2C2CCCCO2)=[C:4]([NH:17][CH:18]([C:20]2[N:21]([C:32]3[CH:37]=[CH:36][CH:35]=[CH:34][CH:33]=3)[C:22](=[O:31])[C:23]3[C:28]([CH:29]=2)=[CH:27][CH:26]=[CH:25][C:24]=3[CH3:30])[CH3:19])[N:3]=1.C([O-])(O)=O.[Na+].[F:43][C:44]1[N:52]=[C:51]2[C:47]([N:48]=[CH:49][NH:50]2)=[C:46]([NH:53][CH:54]([C:56]2[N:57]([C:68]3[CH:73]=[CH:72][CH:71]=[CH:70][CH:69]=3)[C:58](=[O:67])[C:59]3[C:64]([CH:65]=2)=[CH:63][CH:62]=[CH:61][C:60]=3[CH3:66])[CH3:55])[N:45]=1. (7) Given the product [CH:26]([NH:29][C:16](=[O:18])[CH2:15][N:13]1[CH:14]=[C:10]([N+:7]([O-:9])=[O:8])[CH:11]=[N:12]1)([CH3:28])[CH3:27], predict the reactants needed to synthesize it. The reactants are: C(Cl)(=O)C(Cl)=O.[N+:7]([C:10]1[CH:11]=[N:12][N:13]([CH2:15][C:16]([OH:18])=O)[CH:14]=1)([O-:9])=[O:8].C(N(CC)CC)C.[CH:26]([NH2:29])([CH3:28])[CH3:27]. (8) Given the product [F:29][C:26]1[CH:25]=[C:24]([C:30]#[N:31])[C:23]([C:18]2[CH:17]=[CH:16][C:21]([F:22])=[C:20]([C:12]3[N:4]4[CH:5]=[CH:6][C:7]([C:8]([OH:11])([CH3:10])[CH3:9])=[C:2]([F:1])[C:3]4=[N:14][CH:13]=3)[CH:19]=2)=[CH:28][CH:27]=1, predict the reactants needed to synthesize it. The reactants are: [F:1][C:2]1[C:3]2[N:4]([CH:12]=[CH:13][N:14]=2)[CH:5]=[CH:6][C:7]=1[C:8]([OH:11])([CH3:10])[CH3:9].Br[C:16]1[CH:17]=[C:18]([C:23]2[C:24]([C:30]#[N:31])=[CH:25][C:26]([F:29])=[CH:27][CH:28]=2)[CH:19]=[CH:20][C:21]=1[F:22]. (9) Given the product [NH:1]([C:2]1[CH:3]=[C:4]([CH:9]=[CH:10][CH:11]=1)[C:5]([O:7][CH3:8])=[O:6])[C:18]([NH2:19])=[S:17], predict the reactants needed to synthesize it. The reactants are: [NH2:1][C:2]1[CH:3]=[C:4]([CH:9]=[CH:10][CH:11]=1)[C:5]([O:7][CH3:8])=[O:6].S(=O)(=O)(O)O.[S-:17][C:18]#[N:19].[Na+].C1OCCOCCOCCOCCOC1.